The task is: Predict the product of the given reaction.. This data is from Forward reaction prediction with 1.9M reactions from USPTO patents (1976-2016). (1) Given the reactants [C:1]1([CH2:7][C:8]([C:10]2[CH:15]=[CH:14][N:13]=[CH:12][CH:11]=2)=O)[CH:6]=[CH:5][CH:4]=[CH:3][CH:2]=1.[CH2:16]([O:18][C:19]1[CH:20]=[C:21]([CH:24]=[C:25]([N+:28]([O-:30])=[O:29])[C:26]=1[OH:27])[CH:22]=O)[CH3:17].[NH2:31][C:32]([NH2:34])=[O:33].Cl, predict the reaction product. The product is: [CH2:16]([O:18][C:19]1[CH:20]=[C:21]([CH:22]2[C:7]([C:1]3[CH:6]=[CH:5][CH:4]=[CH:3][CH:2]=3)=[C:8]([C:10]3[CH:15]=[CH:14][N:13]=[CH:12][CH:11]=3)[NH:34][C:32](=[O:33])[NH:31]2)[CH:24]=[C:25]([N+:28]([O-:30])=[O:29])[C:26]=1[OH:27])[CH3:17]. (2) Given the reactants [NH2:1][C:2]([CH3:6])([CH3:5])[CH2:3][OH:4].CCN(C(C)C)C(C)C.F[C:17]1[CH:24]=[CH:23][C:20]([C:21]#[N:22])=[C:19]([C:25]([F:28])([F:27])[F:26])[CH:18]=1, predict the reaction product. The product is: [OH:4][CH2:3][C:2]([NH:1][C:17]1[CH:24]=[CH:23][C:20]([C:21]#[N:22])=[C:19]([C:25]([F:26])([F:28])[F:27])[CH:18]=1)([CH3:6])[CH3:5]. (3) Given the reactants [F:1][C:2]1[CH:7]=[C:6]([N+:8]([O-:10])=[O:9])[CH:5]=[CH:4][C:3]=1[CH3:11].BrN1C(=O)CCC1=O.[NH:20]1[CH2:25][CH2:24][O:23][CH2:22][CH2:21]1.C(OCC)(=O)C, predict the reaction product. The product is: [F:1][C:2]1[CH:7]=[C:6]([N+:8]([O-:10])=[O:9])[CH:5]=[CH:4][C:3]=1[CH2:11][N:20]1[CH2:25][CH2:24][O:23][CH2:22][CH2:21]1. (4) Given the reactants [CH3:1][O:2][C:3]1[CH:4]=[C:5]([CH:8]=[CH:9][CH:10]=1)[CH2:6]Cl.[CH2:11]([N:18]1[C:26]2[C:21](=[CH:22][CH:23]=[C:24]([CH2:27][C:28]([OH:30])=[O:29])[CH:25]=2)[CH:20]=[CH:19]1)[C:12]1[CH:17]=[CH:16][CH:15]=[CH:14][CH:13]=1, predict the reaction product. The product is: [CH3:1][O:2][C:3]1[CH:4]=[C:5]([CH:8]=[CH:9][CH:10]=1)[CH2:6][N:18]1[C:26]2[C:21](=[CH:22][CH:23]=[C:24]([CH2:27][C:28]([OH:30])=[O:29])[CH:25]=2)[CH:20]=[CH:19]1.[CH2:11]([N:18]1[C:26]2[C:21](=[CH:22][CH:23]=[C:24]([CH2:27][C:28]([OH:30])=[O:29])[CH:25]=2)[CH:20]=[CH:19]1)[C:12]1[CH:13]=[CH:14][CH:15]=[CH:16][CH:17]=1. (5) The product is: [Br:1][C:2]1[CH:7]=[CH:6][CH:5]=[CH:4][C:3]=1[CH:8]([C:11]1[CH:12]=[CH:13][CH:14]=[CH:15][CH:16]=1)[CH2:9][O:10][CH2:27][O:28][CH3:29]. Given the reactants [Br:1][C:2]1[CH:7]=[CH:6][CH:5]=[CH:4][C:3]=1[CH:8]([C:11]1[CH:16]=[CH:15][CH:14]=[CH:13][CH:12]=1)[CH2:9][OH:10].C(N(C(C)C)CC)(C)C.Cl[CH2:27][O:28][CH3:29], predict the reaction product.